This data is from Catalyst prediction with 721,799 reactions and 888 catalyst types from USPTO. The task is: Predict which catalyst facilitates the given reaction. (1) Reactant: [C:1]([O:4][C@H:5]1[C@H:10]([O:11][C:12](=[O:14])[CH3:13])[C@@H:9]([O:15][C:16](=[O:18])[CH3:17])[C@H:8]([C:19]2[CH:24]=[CH:23][C:22]([Cl:25])=[C:21]([CH2:26]Br)[CH:20]=2)[O:7][C@@H:6]1[CH2:28][O:29][C:30](=[O:32])[CH3:31])(=[O:3])[CH3:2].CC1(C)C(C)(C)OB([C:41]2[CH:46]=[CH:45][C:44]([C:47]3([CH:50]=[O:51])[CH2:49][CH2:48]3)=[CH:43][CH:42]=2)O1.C(=O)([O-])[O-].[Na+].[Na+].CN(C=O)C. Product: [C:1]([O:4][C@H:5]1[C@H:10]([O:11][C:12](=[O:14])[CH3:13])[C@@H:9]([O:15][C:16](=[O:18])[CH3:17])[C@H:8]([C:19]2[CH:24]=[CH:23][C:22]([Cl:25])=[C:21]([CH2:26][C:41]3[CH:46]=[CH:45][C:44]([C:47]4([CH:50]=[O:51])[CH2:48][CH2:49]4)=[CH:43][CH:42]=3)[CH:20]=2)[O:7][C@@H:6]1[CH2:28][O:29][C:30](=[O:32])[CH3:31])(=[O:3])[CH3:2]. The catalyst class is: 263. (2) Reactant: [Br:1][C:2]1[CH:11]=[C:10]2[C:5]([C:6](Cl)=[CH:7][CH:8]=[N:9]2)=[CH:4][CH:3]=1.[CH3:13][O-:14].[Na+]. Product: [Br:1][C:2]1[CH:11]=[C:10]2[C:5]([C:6]([O:14][CH3:13])=[CH:7][CH:8]=[N:9]2)=[CH:4][CH:3]=1. The catalyst class is: 169.